From a dataset of hERG potassium channel inhibition data for cardiac toxicity prediction from Karim et al.. Regression/Classification. Given a drug SMILES string, predict its toxicity properties. Task type varies by dataset: regression for continuous values (e.g., LD50, hERG inhibition percentage) or binary classification for toxic/non-toxic outcomes (e.g., AMES mutagenicity, cardiotoxicity, hepatotoxicity). Dataset: herg_karim. (1) The compound is CC(C)(C)COc1cnc2c(c1)[C@]1(COC(N)=N1)c1cc(-c3cccnc3F)ccc1O2. The result is 1 (blocker). (2) The molecule is COc1cc([C@@]2(O)CCN(CC(N)=O)C[C@@H]2O)ccc1Nc1ncc2ccc(-c3ccccc3OC)n2n1. The result is 0 (non-blocker).